Dataset: Reaction yield outcomes from USPTO patents with 853,638 reactions. Task: Predict the reaction yield, written as a fraction of the theoretical maximum amount of product (1.0 means a 100% yield; for example, 0.34 means a 34% yield). (1) The catalyst is CCOC(C)=O.Cl. The product is [NH:8]1[C:16]2[C:11](=[CH:12][CH:13]=[CH:14][CH:15]=2)[C:10]([C:17]([CH3:19])([CH3:18])[C:20]#[N:21])=[CH:9]1. The reactants are C(OC([N:8]1[C:16]2[C:11](=[CH:12][CH:13]=[CH:14][CH:15]=2)[C:10]([C:17]([C:20]#[N:21])([CH3:19])[CH3:18])=[CH:9]1)=O)(C)(C)C. The yield is 0.750. (2) The reactants are [CH2:1]([O:8][C:9]1[CH:14]=[CH:13][C:12](Br)=[CH:11][CH:10]=1)[C:2]1[CH:7]=[CH:6][CH:5]=[CH:4][CH:3]=1.[Mg].II.[C:19]1(=[O:23])[CH2:22][CH2:21][CH2:20]1.[NH4+].[Cl-]. The catalyst is C(OCC)C.C1COCC1.C(OCC)C.C1COCC1. The product is [CH2:1]([O:8][C:9]1[CH:14]=[CH:13][C:12]([C:19]2([OH:23])[CH2:22][CH2:21][CH2:20]2)=[CH:11][CH:10]=1)[C:2]1[CH:7]=[CH:6][CH:5]=[CH:4][CH:3]=1. The yield is 0.420. (3) The reactants are [OH:1][C:2]1[CH:11]=[CH:10][C:5]2[C:6](=[O:9])[CH2:7][O:8][C:4]=2[C:3]=1[CH2:12][N:13]1[CH2:18][CH2:17][N:16]([C:19]([O:21][C:22]([CH3:25])([CH3:24])[CH3:23])=[O:20])[CH2:15][CH2:14]1.[CH2:26](O)[CH3:27].C1(P(C2C=CC=CC=2)C2C=CC=CC=2)C=CC=CC=1.N(C(OCC)=O)=NC(OCC)=O. The catalyst is C1(C)C=CC=CC=1. The product is [CH2:26]([O:1][C:2]1[CH:11]=[CH:10][C:5]2[C:6](=[O:9])[CH2:7][O:8][C:4]=2[C:3]=1[CH2:12][N:13]1[CH2:14][CH2:15][N:16]([C:19]([O:21][C:22]([CH3:25])([CH3:24])[CH3:23])=[O:20])[CH2:17][CH2:18]1)[CH3:27]. The yield is 0.180. (4) The reactants are CC(C)([O-])C.[Na+].Cl[C:8]1[C:13]([CH2:14][NH:15][CH2:16][CH:17]([C:19]2[S:20][CH:21]=[C:22]([CH3:24])[N:23]=2)[OH:18])=[CH:12][CH:11]=[C:10]([Cl:25])[N:9]=1.O. The catalyst is C1COCC1. The product is [Cl:25][C:10]1[CH:11]=[CH:12][C:13]2[CH2:14][NH:15][CH2:16][CH:17]([C:19]3[S:20][CH:21]=[C:22]([CH3:24])[N:23]=3)[O:18][C:8]=2[N:9]=1. The yield is 0.374.